This data is from hERG potassium channel inhibition data for cardiac toxicity prediction from Karim et al.. The task is: Regression/Classification. Given a drug SMILES string, predict its toxicity properties. Task type varies by dataset: regression for continuous values (e.g., LD50, hERG inhibition percentage) or binary classification for toxic/non-toxic outcomes (e.g., AMES mutagenicity, cardiotoxicity, hepatotoxicity). Dataset: herg_karim. (1) The drug is FC(F)Oc1ccccc1CC(c1ccccc1)N1CCNCC1. The result is 0 (non-blocker). (2) The compound is CS(=O)(=O)c1ccc(C(=O)N2CCN(c3ccc(OCCCN4CCCCC4)cc3)C(=O)C2)cc1. The result is 0 (non-blocker). (3) The molecule is CS(=O)(=O)c1ccc(-c2cnc3ccc(-c4cccc(S(C)(=O)=O)c4)nn23)cc1. The result is 1 (blocker). (4) The molecule is CCCCN1CCCC[C@H]1C(=O)Nc1c(C)cccc1C. The result is 0 (non-blocker). (5) The compound is Cn1c(-c2ccc(OCCCN3CCCCC3)cc2)nc2ccccc2c1=O. The result is 1 (blocker). (6) The compound is CC(C)(C)OC(=O)NCC1CCC(CNC(=O)c2cc(N3CCC(CCN4CC(O)C4)CC3)nc3ccccc23)CC1. The result is 0 (non-blocker). (7) The compound is C[C@@H](N1CCc2nc(-c3cncnc3)sc2C1)[C@](O)(Cn1cncn1)c1ccc(F)cc1F. The result is 0 (non-blocker). (8) The molecule is Cn1c(SCCCN2CC3CCN(c4cccc(C(F)(F)F)c4)C3C2)nnc1-c1cnccn1. The result is 1 (blocker). (9) The molecule is C[C@H]1[C@H](/C=C/c2ccc(-c3cccnc3C#N)cn2)[C@@H]2[C@@H](C)OC(=O)[C@]2(CCC(N)=O)CC1(F)F. The result is 0 (non-blocker). (10) The result is 1 (blocker). The molecule is O=C1O[C@]2(CC[C@H](c3nc4ccc(OC(F)(F)F)cc4[nH]3)CC2)CN1c1cccnc1.